Dataset: Full USPTO retrosynthesis dataset with 1.9M reactions from patents (1976-2016). Task: Predict the reactants needed to synthesize the given product. Given the product [F:23][C:24]([F:28])([F:27])[CH2:25][NH:26][C:2](=[O:3])[O:4][C:5]1[CH:10]=[CH:9][C:8]([N+:11]([O-:13])=[O:12])=[CH:7][CH:6]=1, predict the reactants needed to synthesize it. The reactants are: Cl[C:2]([O:4][C:5]1[CH:10]=[CH:9][C:8]([N+:11]([O-:13])=[O:12])=[CH:7][CH:6]=1)=[O:3].CCN(C(C)C)C(C)C.[F:23][C:24]([F:28])([F:27])[CH2:25][NH2:26].